The task is: Predict the product of the given reaction.. This data is from Forward reaction prediction with 1.9M reactions from USPTO patents (1976-2016). The product is: [NH2:16][C:2]1[CH:7]=[C:6]([C:8]([F:11])([F:10])[F:9])[N:5]=[C:4]([C:12]([O:14][CH3:15])=[O:13])[CH:3]=1. Given the reactants Cl[C:2]1[CH:7]=[C:6]([C:8]([F:11])([F:10])[F:9])[N:5]=[C:4]([C:12]([O:14][CH3:15])=[O:13])[CH:3]=1.[N-:16]=[N+]=[N-].[Na+].O.[BH4-].[Na+], predict the reaction product.